Predict the reactants needed to synthesize the given product. From a dataset of Full USPTO retrosynthesis dataset with 1.9M reactions from patents (1976-2016). (1) Given the product [Cl:28][C:29]1[CH:34]=[CH:33][C:32]([N:2]([C@H:3]2[C:12]3[C:7](=[CH:8][CH:9]=[CH:10][CH:11]=3)[N:6]([C:13]([C:15]3[CH:16]=[C:17]4[C:21](=[CH:22][CH:23]=3)[N:20]([CH:24]([CH3:26])[CH3:25])[N:19]=[CH:18]4)=[O:14])[C@@H:5]([CH3:27])[CH2:4]2)[C:46](=[O:47])[CH3:45])=[CH:31][CH:30]=1, predict the reactants needed to synthesize it. The reactants are: Br.[NH2:2][C@H:3]1[C:12]2[C:7](=[CH:8][CH:9]=[CH:10][CH:11]=2)[N:6]([C:13]([C:15]2[CH:16]=[C:17]3[C:21](=[CH:22][CH:23]=2)[N:20]([CH:24]([CH3:26])[CH3:25])[N:19]=[CH:18]3)=[O:14])[C@@H:5]([CH3:27])[CH2:4]1.[Cl:28][C:29]1[CH:34]=[CH:33][C:32](B(O)O)=[CH:31][CH:30]=1.C(N(CC)CC)C.[CH3:45][C:46](O)=[O:47]. (2) Given the product [OH:1][C:2]1[C:7]([C:8]([NH:10][C@H:11]([C:13]2[CH:14]=[CH:15][C:16]([P:19](=[O:20])([OH:26])[OH:23])=[CH:17][CH:18]=2)[CH3:12])=[O:9])=[CH:6][N:5]=[C:4]([C:27]2[CH:32]=[CH:31][CH:30]=[CH:29][N:28]=2)[N:3]=1, predict the reactants needed to synthesize it. The reactants are: [OH:1][C:2]1[C:7]([C:8]([NH:10][C@H:11]([C:13]2[CH:18]=[CH:17][C:16]([P:19](=[O:26])([O:23]CC)[O:20]CC)=[CH:15][CH:14]=2)[CH3:12])=[O:9])=[CH:6][N:5]=[C:4]([C:27]2[CH:32]=[CH:31][CH:30]=[CH:29][N:28]=2)[N:3]=1.C[Si](Br)(C)C. (3) Given the product [Cl:33][C:34]1[C:35]2[C:42]([CH3:43])=[CH:41][N:40]([C@@H:13]3[O:16][C@H:17]([CH2:18][O:19][CH2:20][C:21]4[CH:26]=[CH:25][C:24]([Cl:27])=[CH:23][C:22]=4[Cl:28])[C@@H:11]([O:10][CH2:9][C:3]4[CH:4]=[CH:5][C:6]([Cl:8])=[CH:7][C:2]=4[Cl:1])[C@@:12]3([CH3:30])[OH:29])[C:36]=2[N:37]=[CH:38][N:39]=1, predict the reactants needed to synthesize it. The reactants are: [Cl:1][C:2]1[CH:7]=[C:6]([Cl:8])[CH:5]=[CH:4][C:3]=1[CH2:9][O:10][C@@H:11]1[C@@H:17]([CH2:18][O:19][CH2:20][C:21]2[CH:26]=[CH:25][C:24]([Cl:27])=[CH:23][C:22]=2[Cl:28])[O:16][C@H:13](OC)[C@:12]1([CH3:30])[OH:29].Br.[Na].[Cl:33][C:34]1[N:39]=[CH:38][NH:37][C:36]2=[N:40][CH:41]=[C:42]([CH3:43])[C:35]=12.C(#N)C. (4) The reactants are: [Br:1][C:2]1[CH:13]=[N:12][C:5]2[NH:6][C:7](=O)[CH2:8][O:9][CH2:10][C:4]=2[CH:3]=1. Given the product [Br:1][C:2]1[CH:13]=[N:12][C:5]2[NH:6][CH2:7][CH2:8][O:9][CH2:10][C:4]=2[CH:3]=1, predict the reactants needed to synthesize it. (5) Given the product [CH3:11][C:10]1[CH:9]=[C:8]([O:12][C:13]2[CH:18]=[CH:17][C:16]([O:19][C:20]3[CH:21]=[CH:22][CH:23]=[CH:24][CH:25]=3)=[CH:15][CH:14]=2)[CH:7]=[C:6]([CH3:26])[C:5]=1[C:3]1[N:27]=[C:28]([NH2:30])[S:29][CH:2]=1, predict the reactants needed to synthesize it. The reactants are: Br[CH2:2][C:3]([C:5]1[C:10]([CH3:11])=[CH:9][C:8]([O:12][C:13]2[CH:18]=[CH:17][C:16]([O:19][C:20]3[CH:25]=[CH:24][CH:23]=[CH:22][CH:21]=3)=[CH:15][CH:14]=2)=[CH:7][C:6]=1[CH3:26])=O.[NH2:27][C:28]([NH2:30])=[S:29]. (6) Given the product [F:29][C:26]1[CH:25]=[C:24]([C:30]#[N:31])[C:23]([C:18]2[CH:17]=[C:16]([C:12]3[N:4]4[CH:5]=[CH:6][C:7]([C:8]([OH:11])([CH3:10])[CH3:9])=[C:2]([F:1])[C:3]4=[N:14][CH:13]=3)[CH:21]=[C:20]([F:22])[CH:19]=2)=[CH:28][CH:27]=1, predict the reactants needed to synthesize it. The reactants are: [F:1][C:2]1[C:3]2[N:4]([CH:12]=[CH:13][N:14]=2)[CH:5]=[CH:6][C:7]=1[C:8]([OH:11])([CH3:10])[CH3:9].Br[C:16]1[CH:17]=[C:18]([C:23]2[C:24]([C:30]#[N:31])=[CH:25][C:26]([F:29])=[CH:27][CH:28]=2)[CH:19]=[C:20]([F:22])[CH:21]=1. (7) Given the product [CH3:20][O:11][C:10](=[O:14])[CH:9]([C:4]1[CH:5]=[CH:6][C:7]([Cl:8])=[C:2]([Cl:1])[CH:3]=1)[CH2:13][CH2:12][Br:15], predict the reactants needed to synthesize it. The reactants are: [Cl:1][C:2]1[CH:3]=[C:4]([CH:9]2[CH2:13][CH2:12][O:11][C:10]2=[O:14])[CH:5]=[CH:6][C:7]=1[Cl:8].[BrH:15].O=S(Cl)Cl.[C:20]1(C)C=CC=CC=1.